This data is from Full USPTO retrosynthesis dataset with 1.9M reactions from patents (1976-2016). The task is: Predict the reactants needed to synthesize the given product. (1) Given the product [F:11][C:12]([F:17])([F:16])[C:13]([OH:15])=[O:14].[NH:8]1[C:4]2=[N:5][CH:6]=[CH:7][C:2]([N:18]3[CH:22]=[C:21]([C:23]4[CH:24]=[C:25]([CH:28]=[CH:29][CH:30]=4)[C:26]#[N:27])[CH:20]=[N:19]3)=[C:3]2[CH:10]=[CH:9]1, predict the reactants needed to synthesize it. The reactants are: Br[C:2]1[CH:7]=[CH:6][N:5]=[C:4]2[NH:8][CH:9]=[CH:10][C:3]=12.[F:11][C:12]([F:17])([F:16])[C:13]([OH:15])=[O:14].[NH:18]1[CH:22]=[C:21]([C:23]2[CH:24]=[C:25]([CH:28]=[CH:29][CH:30]=2)[C:26]#[N:27])[CH:20]=[N:19]1. (2) Given the product [Cl:3][C:12]1[C:11]2[C:16](=[CH:17][C:18]([O:20][CH3:21])=[CH:19][C:10]=2[O:9][CH2:8][CH2:7][Cl:6])[N:15]=[CH:14][N:13]=1, predict the reactants needed to synthesize it. The reactants are: P(Cl)(Cl)([Cl:3])=O.[Cl:6][CH2:7][CH2:8][O:9][C:10]1[CH:19]=[C:18]([O:20][CH3:21])[CH:17]=[C:16]2[C:11]=1[C:12](=O)[NH:13][CH:14]=[N:15]2.C(N(CC)C(C)C)(C)C.